This data is from Reaction yield outcomes from USPTO patents with 853,638 reactions. The task is: Predict the reaction yield, written as a fraction of the theoretical maximum amount of product (1.0 means a 100% yield; for example, 0.34 means a 34% yield). (1) The reactants are O=[CH:2][C@@H:3]([C@H:5]([C@H:7]([C@@H:9]([CH2:11][OH:12])[OH:10])[OH:8])[OH:6])[OH:4].C(O[C:17](=[O:19])[CH3:18])(=O)C.[C:20]1([SH:26])[CH:25]=[CH:24][CH:23]=[CH:22][CH:21]=1.B(F)(F)F.CC[O:33][CH2:34][CH3:35]. The product is [C:3]([O:4][C@@H:3]1[C@@H:5]([O:6][C:5](=[O:6])[CH3:7])[C@@H:7]([O:8][C:34](=[O:33])[CH3:35])[C@@H:9]([CH2:11][O:12][C:17](=[O:19])[CH3:18])[O:10][C@H:2]1[S:26][C:20]1[CH:25]=[CH:24][CH:23]=[CH:22][CH:21]=1)(=[O:4])[CH3:2]. The catalyst is ClCCl.O. The yield is 0.590. (2) The reactants are [Br:1][C:2]1[C:3]([CH2:11][OH:12])=[CH:4][C:5]([F:10])=[C:6]([CH:9]=1)[CH:7]=[O:8].[BH4-].[Na+]. The catalyst is CO. The product is [Br:1][C:2]1[CH:9]=[C:6]([CH2:7][OH:8])[C:5]([F:10])=[CH:4][C:3]=1[CH2:11][OH:12]. The yield is 0.430. (3) The product is [NH2:8][C:7]1[CH:6]=[CH:5][C:4]([OH:11])=[CH:3][C:2]=1[F:1]. The reactants are [F:1][C:2]1[CH:3]=[C:4]([OH:11])[CH:5]=[CH:6][C:7]=1[N+:8]([O-])=O. The catalyst is C(OCC)(=O)C.O1CCCC1.[C].[Pd]. The yield is 0.406. (4) The reactants are Cl[C:2]1[C:7]([C:8]([F:11])([F:10])[F:9])=[CH:6][N:5]=[C:4]([NH:12][C:13]2[CH:27]=[CH:26][C:16]([CH2:17][P:18](=[O:25])([O:22][CH2:23][CH3:24])[O:19][CH2:20][CH3:21])=[CH:15][CH:14]=2)[N:3]=1.[NH2:28][C:29]1[CH:30]=[CH:31][C:32]([Br:41])=[C:33]2[C:38]=1[C:37](=[O:39])[N:36]([CH3:40])[CH:35]=[CH:34]2. No catalyst specified. The product is [Br:41][C:32]1[CH:31]=[CH:30][C:29]([NH:28][C:2]2[C:7]([C:8]([F:10])([F:9])[F:11])=[CH:6][N:5]=[C:4]([NH:12][C:13]3[CH:14]=[CH:15][C:16]([CH2:17][P:18](=[O:25])([O:22][CH2:23][CH3:24])[O:19][CH2:20][CH3:21])=[CH:26][CH:27]=3)[N:3]=2)=[C:38]2[C:33]=1[CH:34]=[CH:35][N:36]([CH3:40])[C:37]2=[O:39]. The yield is 0.620. (5) The reactants are Cl[C:2]1[CH:7]=[C:6]([NH:8][C:9]2[CH:14]=[CH:13][C:12]([CH2:15][C:16]([O:18]CC)=[O:17])=[CH:11][CH:10]=2)[CH:5]=[C:4]([C:21]([F:24])([F:23])[F:22])[N:3]=1.[C:25]1(B(O)O)[CH2:29][CH2:28][CH2:27][CH:26]=1. No catalyst specified. The product is [C:25]1([C:2]2[CH:7]=[C:6]([NH:8][C:9]3[CH:14]=[CH:13][C:12]([CH2:15][C:16]([OH:18])=[O:17])=[CH:11][CH:10]=3)[CH:5]=[C:4]([C:21]([F:23])([F:24])[F:22])[N:3]=2)[CH2:29][CH2:28][CH2:27][CH:26]=1. The yield is 0.240. (6) The reactants are Br[C:2]1[S:10][C:9]2[C:8](=[O:11])[NH:7][C:6]([CH3:13])([CH3:12])[N:5]([CH3:14])[C:4]=2[C:3]=1[CH3:15].CC1(C)C(C)(C)OB([C:24]2[CH:25]=[N:26][N:27](C(OC(C)(C)C)=O)[CH:28]=2)O1.C(=O)([O-])[O-].[Cs+].[Cs+].COCCOC. The catalyst is O. The product is [CH3:14][N:5]1[C:4]2[C:3]([CH3:15])=[C:2]([C:24]3[CH:25]=[N:26][NH:27][CH:28]=3)[S:10][C:9]=2[C:8](=[O:11])[NH:7][C:6]1([CH3:13])[CH3:12]. The yield is 0.470.